From a dataset of Peptide-MHC class I binding affinity with 185,985 pairs from IEDB/IMGT. Regression. Given a peptide amino acid sequence and an MHC pseudo amino acid sequence, predict their binding affinity value. This is MHC class I binding data. (1) The binding affinity (normalized) is 0.262. The MHC is HLA-A11:01 with pseudo-sequence HLA-A11:01. The peptide sequence is RIYDPLWFQ. (2) The peptide sequence is FACLMFKHLL. The MHC is HLA-A02:01 with pseudo-sequence HLA-A02:01. The binding affinity (normalized) is 0.350. (3) The peptide sequence is VLKAGQTVTI. The MHC is HLA-A02:06 with pseudo-sequence HLA-A02:06. The binding affinity (normalized) is 0.232. (4) The peptide sequence is SMHYKLDEV. The MHC is HLA-A02:01 with pseudo-sequence HLA-A02:01. The binding affinity (normalized) is 0.746. (5) The peptide sequence is LTVNEKRRLQL. The MHC is Patr-B0101 with pseudo-sequence Patr-B0101. The binding affinity (normalized) is 0.246.